From a dataset of Catalyst prediction with 721,799 reactions and 888 catalyst types from USPTO. Predict which catalyst facilitates the given reaction. (1) Reactant: [H-].[Na+].[CH2:3]([O:5][CH:6]([O:8][CH2:9][C@@H:10]1[NH:15][C:14](=[O:16])[CH2:13][CH2:12][CH2:11]1)[CH3:7])[CH3:4].[I-].[K+].[CH2:19]([O:21][C:22](=[O:30])[CH2:23][O:24][CH2:25]/[CH:26]=[CH:27]\[CH2:28]Cl)[CH3:20]. Product: [CH2:19]([O:21][C:22](=[O:30])[CH2:23][O:24][CH2:25]/[CH:26]=[CH:27]\[CH2:28][N:15]1[C:14](=[O:16])[CH2:13][CH2:12][CH2:11][C@@H:10]1[CH2:9][O:8][CH:6]([O:5][CH2:3][CH3:4])[CH3:7])[CH3:20]. The catalyst class is: 3. (2) Reactant: [C:1]([C:5]1[CH:10]=[CH:9][C:8]([S:11]([N:14]([C:18]2[C:19]([C:25]([C:27]3[CH:28]=[N:29][C:30](F)=[CH:31][CH:32]=3)=[O:26])=[N:20][CH:21]=[C:22]([Cl:24])[CH:23]=2)[CH2:15][O:16][CH3:17])(=[O:13])=[O:12])=[CH:7][CH:6]=1)([CH3:4])([CH3:3])[CH3:2].[C-:34]#[N:35].[K+]. Product: [C:1]([C:5]1[CH:10]=[CH:9][C:8]([S:11]([N:14]([C:18]2[C:19]([C:25]([C:27]3[CH:28]=[N:29][C:30]([C:34]#[N:35])=[CH:31][CH:32]=3)=[O:26])=[N:20][CH:21]=[C:22]([Cl:24])[CH:23]=2)[CH2:15][O:16][CH3:17])(=[O:13])=[O:12])=[CH:7][CH:6]=1)([CH3:4])([CH3:3])[CH3:2]. The catalyst class is: 3. (3) Reactant: [CH3:1][O:2][C:3]1[C:4]([O:21]COC)=[C:5]([C:11]2[CH:19]=[CH:18][CH:17]=[C:16]3[C:12]=2[CH2:13][CH2:14][C:15]3=[O:20])[CH:6]=[CH:7][C:8]=1[O:9][CH3:10].Cl. Product: [OH:21][C:4]1[C:3]([O:2][CH3:1])=[C:8]([O:9][CH3:10])[CH:7]=[CH:6][C:5]=1[C:11]1[CH:19]=[CH:18][CH:17]=[C:16]2[C:12]=1[CH2:13][CH2:14][C:15]2=[O:20]. The catalyst class is: 5. (4) Reactant: [CH3:1][O:2][C:3]1[CH:4]=[C:5]2[C:9](=[CH:10][C:11]=1[O:12][CH3:13])[NH:8][C:7]([CH2:14][NH:15][C:16]([C:29]1[CH:34]=[CH:33][CH:32]=[CH:31][CH:30]=1)([C:23]1[CH:28]=[CH:27][CH:26]=[CH:25][CH:24]=1)[C:17]1[CH:22]=[CH:21][CH:20]=[CH:19][CH:18]=1)=[C:6]2[C:35]1[CH:40]=[CH:39][C:38]([O:41][CH3:42])=[CH:37][CH:36]=1.[H-].[Na+].Br[CH2:46][C:47]([O:49][CH3:50])=[O:48].[NH4+].[Cl-]. Product: [CH3:50][O:49][C:47](=[O:48])[CH2:46][N:8]1[C:9]2[C:5](=[CH:4][C:3]([O:2][CH3:1])=[C:11]([O:12][CH3:13])[CH:10]=2)[C:6]([C:35]2[CH:40]=[CH:39][C:38]([O:41][CH3:42])=[CH:37][CH:36]=2)=[C:7]1[CH2:14][NH:15][C:16]([C:17]1[CH:18]=[CH:19][CH:20]=[CH:21][CH:22]=1)([C:23]1[CH:28]=[CH:27][CH:26]=[CH:25][CH:24]=1)[C:29]1[CH:30]=[CH:31][CH:32]=[CH:33][CH:34]=1. The catalyst class is: 369. (5) Reactant: C(OC([N:8]1[CH2:13][CH2:12][C:11]([F:23])([C:14](=[O:22])[C:15]2[CH:20]=[CH:19][C:18]([F:21])=[CH:17][CH:16]=2)[CH2:10][CH2:9]1)=O)(C)(C)C.FC(F)(F)C(O)=O.C([O-])(O)=O.[Na+]. Product: [F:23][C:11]1([C:14](=[O:22])[C:15]2[CH:20]=[CH:19][C:18]([F:21])=[CH:17][CH:16]=2)[CH2:10][CH2:9][NH:8][CH2:13][CH2:12]1. The catalyst class is: 4. (6) Reactant: [Br:1][C:2]1[CH:3]=[C:4]([CH:7]=[CH:8][C:9]=1[F:10])[CH:5]=O.C(O)(=O)[CH2:12][C:13]([OH:15])=[O:14].N1CCCCC1. Product: [Br:1][C:2]1[CH:3]=[C:4]([CH:5]=[CH:12][C:13]([OH:15])=[O:14])[CH:7]=[CH:8][C:9]=1[F:10]. The catalyst class is: 17. (7) Reactant: [C:1]([O:5][C:6](=[O:33])[NH:7][C@@H:8]1[CH2:12][CH2:11][N:10]([C:13]([C:15]2[CH:23]=[C:22]3[C:18]([C:19]4([CH2:32][CH2:31]4)[CH2:20][N:21]3[C:24]3[N:29]=[CH:28][C:27](Br)=[CH:26][N:25]=3)=[CH:17][CH:16]=2)=[O:14])[CH2:9]1)([CH3:4])([CH3:3])[CH3:2].[CH3:34][C:35]1([CH3:51])[C:39]([CH3:41])([CH3:40])[O:38][B:37]([B:37]2[O:38][C:39]([CH3:41])([CH3:40])[C:35]([CH3:51])([CH3:34])[O:36]2)[O:36]1.CC([O-])=O.[K+]. Product: [C:1]([O:5][C:6](=[O:33])[NH:7][C@@H:8]1[CH2:12][CH2:11][N:10]([C:13]([C:15]2[CH:23]=[C:22]3[C:18]([C:19]4([CH2:32][CH2:31]4)[CH2:20][N:21]3[C:24]3[N:29]=[CH:28][C:27]([B:37]4[O:38][C:39]([CH3:41])([CH3:40])[C:35]([CH3:51])([CH3:34])[O:36]4)=[CH:26][N:25]=3)=[CH:17][CH:16]=2)=[O:14])[CH2:9]1)([CH3:4])([CH3:3])[CH3:2]. The catalyst class is: 75. (8) Reactant: [CH3:1][C:2]([CH3:26])([CH3:25])[CH:3]([OH:24])[CH2:4][N:5]1[C:9]2[CH:10]=[CH:11][CH:12]=[C:13]([CH3:14])[C:8]=2[N:7]=[C:6]1[C:15]1[CH:20]=[CH:19][CH:18]=[CH:17][C:16]=1[N+]([O-])=O.[H-].[Na+]. Product: [C:2]([CH:3]1[CH2:4][N:5]2[C:6](=[N:7][C:8]3[C:13]([CH3:14])=[CH:12][CH:11]=[CH:10][C:9]=32)[C:15]2[CH:20]=[CH:19][CH:18]=[CH:17][C:16]=2[O:24]1)([CH3:26])([CH3:25])[CH3:1]. The catalyst class is: 3. (9) Reactant: [Cl:1][C:2]1[S:6][C:5]([C:7]([NH:9][CH2:10][C@@H:11]2[O:15][C:14](=[O:16])[N:13]([C:17]3[CH:22]=[CH:21][C:20]([N:23]4[CH2:28][CH2:27][O:26][CH2:25][C:24]4=[O:29])=[CH:19][C:18]=3[F:30])[CH2:12]2)=[O:8])=[CH:4][CH:3]=1.C[Si](C)(C)[N-][Si](C)(C)C.[Li+].[CH2:41]1[CH2:45]OC[CH2:42]1.IC=CC.[Cl-].[NH4+]. Product: [CH2:45]([CH:25]1[O:26][CH2:27][CH2:28][N:23]([C:20]2[CH:21]=[CH:22][C:17]([N:13]3[CH2:12][C@H:11]([CH2:10][NH:9][C:7]([C:5]4[S:6][C:2]([Cl:1])=[CH:3][CH:4]=4)=[O:8])[O:15][C:14]3=[O:16])=[C:18]([F:30])[CH:19]=2)[C:24]1=[O:29])[CH:41]=[CH2:42]. The catalyst class is: 56.